Dataset: Retrosynthesis with 50K atom-mapped reactions and 10 reaction types from USPTO. Task: Predict the reactants needed to synthesize the given product. The reactants are: CC(C)(C)OC(=O)NCc1ccnc(CN)c1.O=C(Cl)OCc1ccccc1. Given the product CC(C)(C)OC(=O)NCc1ccnc(CNC(=O)OCc2ccccc2)c1, predict the reactants needed to synthesize it.